From a dataset of Full USPTO retrosynthesis dataset with 1.9M reactions from patents (1976-2016). Predict the reactants needed to synthesize the given product. (1) Given the product [O:23]1[CH2:24][CH2:25][CH:20]([N:12]2[CH:13]=[C:9]([B:4]3[O:5][C:6]([CH3:7])([CH3:8])[C:2]([CH3:14])([CH3:1])[O:3]3)[CH:10]=[N:11]2)[CH2:21][CH2:22]1, predict the reactants needed to synthesize it. The reactants are: [CH3:1][C:2]1([CH3:14])[C:6]([CH3:8])([CH3:7])[O:5][B:4]([C:9]2[CH:10]=[N:11][NH:12][CH:13]=2)[O:3]1.CS(O[CH:20]1[CH2:25][CH2:24][O:23][CH2:22][CH2:21]1)(=O)=O.C([O-])([O-])=O.[Cs+].[Cs+]. (2) The reactants are: [CH3:1][C:2]1[CH:7]=[CH:6][C:5]([CH2:8][N:9]([CH:22]2[CH2:27][CH2:26][N:25]([CH2:28][C:29]3[CH:34]=[CH:33][CH:32]=[CH:31][CH:30]=3)[CH2:24][CH2:23]2)[C:10](=O)[CH2:11][CH2:12][C:13]2[CH:18]=[CH:17][C:16]([O:19][CH3:20])=[CH:15][CH:14]=2)=[CH:4][CH:3]=1.COC1C=CC(P2(SP(C3C=CC(OC)=CC=3)(=S)S2)=[S:44])=CC=1. Given the product [CH3:1][C:2]1[CH:7]=[CH:6][C:5]([CH2:8][N:9]([CH:22]2[CH2:27][CH2:26][N:25]([CH2:28][C:29]3[CH:34]=[CH:33][CH:32]=[CH:31][CH:30]=3)[CH2:24][CH2:23]2)[C:10](=[S:44])[CH2:11][CH2:12][C:13]2[CH:18]=[CH:17][C:16]([O:19][CH3:20])=[CH:15][CH:14]=2)=[CH:4][CH:3]=1, predict the reactants needed to synthesize it. (3) Given the product [CH2:5]([NH:6][C:68]([C:65]1[CH:66]=[C:67]2[C:59]([C:57]3[S:58][C:54]([CH2:53][NH:52][C:50]([C:46]4[C:45](=[O:71])[N:44]([CH2:43][C:42]5[CH:72]=[CH:73][C:74]([F:75])=[C:40]([F:39])[CH:41]=5)[CH:49]=[CH:48][CH:47]=4)=[O:51])=[CH:55][CH:56]=3)=[CH:60][NH:61][C:62]2=[N:63][CH:64]=1)=[O:70])[CH3:4], predict the reactants needed to synthesize it. The reactants are: FC1C=[C:4](C=CC=1F)[CH2:5][N:6]1C=CC=C(C(NCC2C=C(C3C4C(=NC=C(C(N)=O)C=4)NC=3)C=CC=2)=O)C1=O.[F:39][C:40]1[CH:41]=[C:42]([CH:72]=[CH:73][C:74]=1[F:75])[CH2:43][N:44]1[CH:49]=[CH:48][CH:47]=[C:46]([C:50]([NH:52][CH2:53][C:54]2[S:58][C:57]([C:59]3[C:67]4[C:62](=[N:63][CH:64]=[C:65]([C:68]([OH:70])=O)[CH:66]=4)[NH:61][CH:60]=3)=[CH:56][CH:55]=2)=[O:51])[C:45]1=[O:71].Cl.C(N)C. (4) Given the product [ClH:1].[NH2:20][CH2:19][CH2:18][CH2:17][N:13]1[C:14](=[O:16])[C:15]2[N:7]([CH2:6][C:5]3[CH:45]=[CH:46][C:2]([Cl:1])=[CH:3][CH:4]=3)[C:8]([O:33][C:34]3[CH:39]=[CH:38][CH:37]=[C:36]([O:40][C:41]([F:42])([F:44])[F:43])[CH:35]=3)=[N:9][C:10]=2[N:11]([CH3:32])[C:12]1=[O:31], predict the reactants needed to synthesize it. The reactants are: [Cl:1][C:2]1[CH:46]=[CH:45][C:5]([CH2:6][N:7]2[C:15]3[C:14](=[O:16])[N:13]([CH2:17][CH2:18][CH2:19][N:20]4C(=O)C5C(=CC=CC=5)C4=O)[C:12](=[O:31])[N:11]([CH3:32])[C:10]=3[N:9]=[C:8]2[O:33][C:34]2[CH:39]=[CH:38][CH:37]=[C:36]([O:40][C:41]([F:44])([F:43])[F:42])[CH:35]=2)=[CH:4][CH:3]=1.O.NN.Cl.C(OCC)C. (5) Given the product [Br:1][C:2]1[CH:7]=[C:6]([F:8])[CH:5]=[CH:4][C:3]=1[O:9][CH2:30][CH:29]([O:28][CH3:27])[CH3:37], predict the reactants needed to synthesize it. The reactants are: [Br:1][C:2]1[CH:7]=[C:6]([F:8])[CH:5]=[CH:4][C:3]=1[OH:9].C(=O)([O-])[O-].[K+].[K+].C1(C)C=CC(S(O)(=O)=O)=CC=1.[CH3:27][O:28][CH:29]([CH3:37])[CH2:30]O[CH2:30][CH:29]([O:28][CH3:27])[CH3:37]. (6) Given the product [CH3:8][O:9][C:10](=[O:18])[C:11]1[CH:16]=[CH:15][C:14]([N:5]2[CH2:6][CH2:7][N:2]([CH3:1])[CH2:3][CH2:4]2)=[CH:13][CH:12]=1, predict the reactants needed to synthesize it. The reactants are: [CH3:1][N:2]1[CH2:7][CH2:6][NH:5][CH2:4][CH2:3]1.[CH3:8][O:9][C:10](=[O:18])[C:11]1[CH:16]=[CH:15][C:14](F)=[CH:13][CH:12]=1. (7) Given the product [CH3:1][O:2][C:3]1[CH:8]=[C:7]([CH2:9][CH2:10][N:12]2[CH2:17][CH2:16][O:15][CH2:14][CH2:13]2)[CH:6]=[CH:5][N:4]=1, predict the reactants needed to synthesize it. The reactants are: [CH3:1][O:2][C:3]1[CH:8]=[C:7]([CH2:9][CH2:10]O)[CH:6]=[CH:5][N:4]=1.[NH:12]1[CH2:17][CH2:16][O:15][CH2:14][CH2:13]1.